Dataset: Forward reaction prediction with 1.9M reactions from USPTO patents (1976-2016). Task: Predict the product of the given reaction. (1) Given the reactants C([O:3][C:4]([C:6]1[N:11]=[C:10]2[N:12]([CH2:15][C:16]3[CH:17]=[C:18]4[C:23](=[CH:24][CH:25]=3)[N:22]=[CH:21][CH:20]=[CH:19]4)[N:13]=[N:14][C:9]2=[N:8][CH:7]=1)=[CH2:5])C.Cl.C([O-])(O)=O.[Na+], predict the reaction product. The product is: [N:22]1[C:23]2[C:18](=[CH:17][C:16]([CH2:15][N:12]3[C:10]4[C:9](=[N:8][CH:7]=[C:6]([C:4](=[O:3])[CH3:5])[N:11]=4)[N:14]=[N:13]3)=[CH:25][CH:24]=2)[CH:19]=[CH:20][CH:21]=1. (2) Given the reactants C(=O)([O-])[O-].[Cs+].[Cs+].I[CH3:8].[Cl:9][C:10]1[N:15]=[C:14]([NH:16][C:17]2[CH:18]=[CH:19][C:20]3[C:24]([CH:25]=2)=[N:23][N:22]([CH3:26])[C:21]=3[CH3:27])[CH:13]=[CH:12][N:11]=1.O, predict the reaction product. The product is: [Cl:9][C:10]1[N:15]=[C:14]([N:16]([CH3:8])[C:17]2[CH:18]=[CH:19][C:20]3[C:24]([CH:25]=2)=[N:23][N:22]([CH3:26])[C:21]=3[CH3:27])[CH:13]=[CH:12][N:11]=1.